Predict the reactants needed to synthesize the given product. From a dataset of Full USPTO retrosynthesis dataset with 1.9M reactions from patents (1976-2016). (1) Given the product [Cl:8][C:6]1[CH:7]=[C:2]([Cl:1])[N:3]=[C:4]([S:9][C:10]2[CH:11]=[CH:12][C:13]([C:74]([NH:76][CH2:77][C:78]([F:81])([F:80])[F:79])=[O:75])=[CH:14][CH:15]=2)[N:5]=1, predict the reactants needed to synthesize it. The reactants are: [Cl:1][C:2]1[CH:7]=[C:6]([Cl:8])[N:5]=[C:4]([S:9][C:10]2[CH:15]=[CH:14][C:13](NC(=O)CC(F)(F)F)=[CH:12][CH:11]=2)[N:3]=1.ClC1C=C(NC2C=CC=CN=2)N=C(SC2C=CC(NC(=O)CC(F)(F)F)=CC=2)N=1.ClCS(C1C=C(S(CCl)(=O)=O)N=CN=1)(=O)=O.SC1C=CC([C:74]([NH:76][CH2:77][C:78]([F:81])([F:80])[F:79])=[O:75])=CC=1.C(N(CC)CC)C. (2) Given the product [ClH:17].[NH2:1][CH2:4][C:5]1[CH:10]=[CH:9][C:8]([F:11])=[CH:7][C:6]=1[S:12]([NH:15][CH3:16])(=[O:13])=[O:14], predict the reactants needed to synthesize it. The reactants are: [N:1]([CH2:4][C:5]1[CH:10]=[CH:9][C:8]([F:11])=[CH:7][C:6]=1[S:12]([NH:15][CH3:16])(=[O:14])=[O:13])=[N+]=[N-].[ClH:17]. (3) The reactants are: [CH2:1]([O:3][C:4]([N:6]1[CH2:23][CH2:22][C:10]2[C:11]3[C:12](=[CH:20][CH3:21])[C:13]([F:19])([F:18])[CH2:14][C:15]=3[CH:16]=[CH:17][C:9]=2[CH2:8][CH2:7]1)=[O:5])[CH3:2]. Given the product [CH2:1]([O:3][C:4]([N:6]1[CH2:23][CH2:22][C:10]2[C:11]3[CH:12]([CH2:20][CH3:21])[C:13]([F:19])([F:18])[CH2:14][C:15]=3[CH:16]=[CH:17][C:9]=2[CH2:8][CH2:7]1)=[O:5])[CH3:2], predict the reactants needed to synthesize it. (4) Given the product [O:3]=[C:4]([CH3:11])[CH:5]([CH2:13][C:14]1[CH:19]=[CH:18][CH:17]=[C:16]([O:20][C:21]([F:22])([F:23])[F:24])[CH:15]=1)[C:6]([O:8][CH2:9][CH3:10])=[O:7], predict the reactants needed to synthesize it. The reactants are: [H-].[Na+].[O:3]=[C:4]([CH3:11])[CH2:5][C:6]([O:8][CH2:9][CH3:10])=[O:7].Br[CH2:13][C:14]1[CH:19]=[CH:18][CH:17]=[C:16]([O:20][C:21]([F:24])([F:23])[F:22])[CH:15]=1.[NH4+].[Cl-]. (5) Given the product [CH:10]1([O:15][C:16]2[CH:17]=[C:18]([N:26]3[CH2:31][CH2:30][N:29]([C:7](=[O:9])[CH2:6][C:4]4[N:3]=[CH:2][NH:1][CH:5]=4)[C@@H:28]([CH2:32][CH:33]([CH3:35])[CH3:34])[CH2:27]3)[CH:19]=[CH:20][C:21]=2[O:22][CH:23]([F:24])[F:25])[CH2:14][CH2:13][CH2:12][CH2:11]1, predict the reactants needed to synthesize it. The reactants are: [NH:1]1[CH:5]=[C:4]([CH2:6][C:7]([OH:9])=O)[N:3]=[CH:2]1.[CH:10]1([O:15][C:16]2[CH:17]=[C:18]([N:26]3[CH2:31][CH2:30][NH:29][C@@H:28]([CH2:32][CH:33]([CH3:35])[CH3:34])[CH2:27]3)[CH:19]=[CH:20][C:21]=2[O:22][CH:23]([F:25])[F:24])[CH2:14][CH2:13][CH2:12][CH2:11]1. (6) The reactants are: C([O-])=O.[NH4+].[C:5]1([CH3:43])[CH:10]=[CH:9][CH:8]=[C:7]([S:11]([N:14]2[C:23]3[C:18](=[N:19][CH:20]=[C:21]([NH:24]C(=O)OC(C)(C)C)[CH:22]=3)[CH2:17][C@@H:16]([NH:32][C:33](=[O:42])[O:34]CC3C=CC=CC=3)[CH2:15]2)(=[O:13])=[O:12])[CH:6]=1. Given the product [NH2:24][C:21]1[CH:22]=[C:23]2[C:18]([CH2:17][C@@H:16]([NH:32][C:33](=[O:42])[O:34][C:5]([CH3:43])([CH3:10])[CH3:6])[CH2:15][N:14]2[S:11]([C:7]2[CH:6]=[C:5]([CH3:43])[CH:10]=[CH:9][CH:8]=2)(=[O:13])=[O:12])=[N:19][CH:20]=1, predict the reactants needed to synthesize it.